From a dataset of Full USPTO retrosynthesis dataset with 1.9M reactions from patents (1976-2016). Predict the reactants needed to synthesize the given product. (1) Given the product [C:1]12([CH2:11][NH:12][C:13](=[O:25])[C:14]3[C:19]([Cl:20])=[CH:18][N:17]=[C:16]([CH2:21][CH2:22][CH2:23][OH:24])[CH:15]=3)[CH2:2][CH:3]3[CH2:4][CH:5]([CH2:6][CH:7]([CH2:9]3)[CH2:8]1)[CH2:10]2, predict the reactants needed to synthesize it. The reactants are: [C:1]12([CH2:11][NH:12][C:13](=[O:25])[C:14]3[C:19]([Cl:20])=[CH:18][N:17]=[C:16]([C:21]#[C:22][CH2:23][OH:24])[CH:15]=3)[CH2:10][CH:5]3[CH2:6][CH:7]([CH2:9][CH:3]([CH2:4]3)[CH2:2]1)[CH2:8]2.[H][H]. (2) Given the product [CH:1]1([CH2:4][CH2:5][O:6][C:21]2[C:20]([F:24])=[CH:19][C:11]([C:12]([NH:14][S:15]([CH3:18])(=[O:17])=[O:16])=[O:13])=[C:10]([F:9])[CH:22]=2)[CH2:3][CH2:2]1, predict the reactants needed to synthesize it. The reactants are: [CH:1]1([CH2:4][CH2:5][OH:6])[CH2:3][CH2:2]1.[H-].[Na+].[F:9][C:10]1[CH:22]=[C:21](F)[C:20]([F:24])=[CH:19][C:11]=1[C:12]([NH:14][S:15]([CH3:18])(=[O:17])=[O:16])=[O:13].